Dataset: Full USPTO retrosynthesis dataset with 1.9M reactions from patents (1976-2016). Task: Predict the reactants needed to synthesize the given product. Given the product [CH3:1][N:2]([CH3:3])[CH2:52][CH2:51][O:50][C:47]1[CH:46]=[CH:45][C:44]([S:43][C:42]2[C:37]([C:35]([NH:34][C:32]3[S:31][N:30]=[C:29]([CH3:28])[N:33]=3)=[O:36])=[N:38][C:39]([S:54][C:55]3[N:59]([CH3:60])[CH:58]=[N:57][N:56]=3)=[CH:40][CH:41]=2)=[CH:49][CH:48]=1, predict the reactants needed to synthesize it. The reactants are: [CH3:1][NH:2][CH3:3].O1CCCC1.C(O[BH-](OC(=O)C)OC(=O)C)(=O)C.[Na+].O1CCCC1.[CH3:28][C:29]1[N:33]=[C:32]([NH:34][C:35]([C:37]2[C:42]([S:43][C:44]3[CH:49]=[CH:48][C:47]([O:50][CH2:51][CH:52]=O)=[CH:46][CH:45]=3)=[CH:41][CH:40]=[C:39]([S:54][C:55]3[N:59]([CH3:60])[CH:58]=[N:57][N:56]=3)[N:38]=2)=[O:36])[S:31][N:30]=1.